From a dataset of Catalyst prediction with 721,799 reactions and 888 catalyst types from USPTO. Predict which catalyst facilitates the given reaction. (1) Product: [CH3:9][O:8][C:6]([C:4]1[N:3]([CH:30]2[C:39]3[C:34](=[CH:35][CH:36]=[CH:37][CH:38]=3)[N:33]([C:40](=[O:41])[C:42]3[CH:47]=[CH:46][CH:45]=[CH:44][CH:43]=3)[CH2:32][CH2:31]2)[CH:2]=[N:1][CH:5]=1)=[O:7]. Reactant: [NH:1]1[CH:5]=[C:4]([C:6]([O:8][CH3:9])=[O:7])[N:3]=[CH:2]1.C1(P(C2C=CC=CC=2)C2C=CC=CC=2)C=CC=CC=1.O[CH:30]1[C:39]2[C:34](=[CH:35][CH:36]=[CH:37][CH:38]=2)[N:33]([C:40]([C:42]2[CH:47]=[CH:46][CH:45]=[CH:44][CH:43]=2)=[O:41])[CH2:32][CH2:31]1.CC(OC(/N=N/C(OC(C)C)=O)=O)C. The catalyst class is: 1. (2) Reactant: [NH:1]([C:3](=[S:5])[NH2:4])[NH2:2].[Br:6][C:7]1[CH:15]=[CH:14][C:10]([C:11](Cl)=[O:12])=[C:9]([F:16])[CH:8]=1. The catalyst class is: 1. Product: [Br:6][C:7]1[CH:15]=[CH:14][C:10]([C:11]([NH:2][NH:1][C:3](=[S:5])[NH2:4])=[O:12])=[C:9]([F:16])[CH:8]=1. (3) Reactant: C([O:4][CH2:5][C:6]1[CH:7]=[C:8]([CH:13]=[CH:14][C:15]=1Br)[C:9]([O:11]C)=[O:10])(=O)C.[C:17]1([CH3:26])[CH:22]=[CH:21][CH:20]=[CH:19][C:18]=1B(O)O.C(=O)([O-])[O-].[K+].[K+].[OH-].[Na+]. Product: [OH:4][CH2:5][C:6]1[CH:7]=[C:8]([C:9]([OH:11])=[O:10])[CH:13]=[CH:14][C:15]=1[C:18]1[CH:19]=[CH:20][CH:21]=[CH:22][C:17]=1[CH3:26]. The catalyst class is: 398. (4) Reactant: [CH:1]1([NH:4][C:5]([NH:7][C:8]2[CH:13]=[CH:12][C:11]([O:14][C:15]3[CH:20]=[CH:19][N:18]=[C:17]4[CH:21]=[C:22]([C:24]5[CH:29]=[CH:28][C:27]([CH:30]=O)=[CH:26][N:25]=5)[S:23][C:16]=34)=[C:10]([F:32])[CH:9]=2)=[O:6])[CH2:3][CH2:2]1.[C:33]([N:40]1[CH2:45][CH2:44][NH:43][CH2:42][CH2:41]1)([O:35][C:36]([CH3:39])([CH3:38])[CH3:37])=[O:34].C(O)(=O)C.[BH-](OC(C)=O)(OC(C)=O)OC(C)=O.[Na+].C(=O)(O)[O-].[Na+]. Product: [CH:1]1([NH:4][C:5](=[O:6])[NH:7][C:8]2[CH:13]=[CH:12][C:11]([O:14][C:15]3[CH:20]=[CH:19][N:18]=[C:17]4[CH:21]=[C:22]([C:24]5[N:25]=[CH:26][C:27]([CH2:30][N:43]6[CH2:42][CH2:41][N:40]([C:33]([O:35][C:36]([CH3:39])([CH3:38])[CH3:37])=[O:34])[CH2:45][CH2:44]6)=[CH:28][CH:29]=5)[S:23][C:16]=34)=[C:10]([F:32])[CH:9]=2)[CH2:2][CH2:3]1. The catalyst class is: 37. (5) Reactant: [C:1]1(=[O:11])[C:10]2[C:5](=[CH:6][CH:7]=[CH:8][CH:9]=2)[CH2:4][CH2:3][NH:2]1.[OH-].[Na+].[C:14]([O:18][CH3:19])(=[O:17])[CH:15]=[CH2:16]. Product: [O:11]=[C:1]1[C:10]2[C:5](=[CH:6][CH:7]=[CH:8][CH:9]=2)[CH2:4][CH2:3][N:2]1[CH2:16][CH2:15][C:14]([O:18][CH3:19])=[O:17]. The catalyst class is: 1. (6) Reactant: [Br:1][C:2]1[CH:9]=[CH:8][C:5]([CH:6]=O)=[CH:4][CH:3]=1.[CH2:10]1[CH2:16][O:15][CH2:14][CH2:13][NH:12][CH2:11]1.Cl.C(O)(=O)C.C(O[BH-](OC(=O)C)OC(=O)C)(=O)C.[Na+]. Product: [Br:1][C:2]1[CH:9]=[CH:8][C:5]([CH2:6][N:12]2[CH2:11][CH2:10][CH2:16][O:15][CH2:14][CH2:13]2)=[CH:4][CH:3]=1. The catalyst class is: 68.